This data is from Reaction yield outcomes from USPTO patents with 853,638 reactions. The task is: Predict the reaction yield, written as a fraction of the theoretical maximum amount of product (1.0 means a 100% yield; for example, 0.34 means a 34% yield). (1) The reactants are [C:1]([O:4][C@H:5]1[O:18][C@H:17]([CH2:19][O:20][C:21](=[O:23])[CH3:22])[C@@H:12]([O:13][C:14](=[O:16])[CH3:15])[C@H:7]([O:8][C:9](=[O:11])[CH3:10])[C@H:6]1[N:24]=[N+]=[N-])(=[O:3])[CH3:2]. The catalyst is CCOC(C)=O.[Pd]. The product is [C:1]([O:4][C@H:5]1[O:18][C@H:17]([CH2:19][O:20][C:21](=[O:23])[CH3:22])[C@@H:12]([O:13][C:14](=[O:16])[CH3:15])[C@H:7]([O:8][C:9](=[O:11])[CH3:10])[C@H:6]1[NH2:24])(=[O:3])[CH3:2]. The yield is 1.00. (2) The reactants are [C:1]([CH2:3][C:4]([NH:6][CH:7]([C:11]1[CH:16]=[CH:15][C:14]([O:17][CH2:18][CH2:19][N:20]([CH2:23][CH3:24])[CH2:21][CH3:22])=[CH:13][CH:12]=1)[CH2:8][CH2:9][CH3:10])=[O:5])#[N:2].NCCC(O)=O.O.[Br:32][C:33]1[N:38]=[C:37]([CH:39]=O)[CH:36]=[CH:35][CH:34]=1. The catalyst is C(O)C.C(OCC)(=O)C. The product is [Br:32][C:33]1[N:38]=[C:37](/[CH:39]=[C:3](\[C:1]#[N:2])/[C:4]([NH:6][CH:7]([C:11]2[CH:12]=[CH:13][C:14]([O:17][CH2:18][CH2:19][N:20]([CH2:23][CH3:24])[CH2:21][CH3:22])=[CH:15][CH:16]=2)[CH2:8][CH2:9][CH3:10])=[O:5])[CH:36]=[CH:35][CH:34]=1. The yield is 0.800.